Dataset: Forward reaction prediction with 1.9M reactions from USPTO patents (1976-2016). Task: Predict the product of the given reaction. (1) The product is: [OH:34][CH:33]([C:2]1[CH:7]=[CH:6][C:5]([N:8]([CH3:18])[S:9]([C:12]2[CH:17]=[CH:16][CH:15]=[CH:14][CH:13]=2)(=[O:11])=[O:10])=[CH:4][CH:3]=1)[C:29]1[N:28]([CH2:27][CH2:26][O:25][CH3:24])[CH:32]=[CH:31][CH:30]=1. Given the reactants Br[C:2]1[CH:7]=[CH:6][C:5]([N:8]([CH3:18])[S:9]([C:12]2[CH:17]=[CH:16][CH:15]=[CH:14][CH:13]=2)(=[O:11])=[O:10])=[CH:4][CH:3]=1.[Li]C(C)(C)C.[CH3:24][O:25][CH2:26][CH2:27][N:28]1[CH:32]=[CH:31][CH:30]=[C:29]1[CH:33]=[O:34], predict the reaction product. (2) Given the reactants Cl.[C:2](=[NH:12])([O:9]CC)[C:3]1[CH:8]=[CH:7]C=CC=1.C(N(CC)CC)C.[C:20](Cl)(=[O:24])[CH2:21]CC.[C:26]1([CH3:32])[CH:31]=[CH:30][CH:29]=[CH:28][CH:27]=1, predict the reaction product. The product is: [CH2:20]([O:24][C:26]1([CH:31]=[CH:30][CH:29]=[CH:28][CH2:27]1)[CH:32]=[N:12][C:2](=[O:9])[CH2:3][CH2:8][CH3:7])[CH3:21]. (3) Given the reactants [N:1]1(/[C:10](/[C:17]2[CH:22]=[CH:21][C:20]([CH2:23][CH3:24])=[CH:19][CH:18]=2)=[CH:11]/[C:12]([O:14]CC)=[O:13])[C:5]2[CH:6]=[CH:7][CH:8]=[CH:9][C:4]=2[N:3]=[CH:2]1, predict the reaction product. The product is: [N:1]1(/[C:10](/[C:17]2[CH:22]=[CH:21][C:20]([CH2:23][CH3:24])=[CH:19][CH:18]=2)=[CH:11]/[C:12]([OH:14])=[O:13])[C:5]2[CH:6]=[CH:7][CH:8]=[CH:9][C:4]=2[N:3]=[CH:2]1. (4) Given the reactants CS(O[CH2:6][C@H:7]1[CH2:12][N:11]([CH2:13][C:14]2[CH:19]=[CH:18][CH:17]=[CH:16][CH:15]=2)[CH2:10][CH2:9][N:8]1[CH2:20][C:21]1[CH:26]=[CH:25][CH:24]=[CH:23][CH:22]=1)(=O)=O.[CH:27]([CH:30]1[NH:35][CH2:34][CH2:33][NH:32][C:31]1=[O:36])([CH3:29])[CH3:28].C(=O)([O-])[O-].[K+].[K+], predict the reaction product. The product is: [CH2:20]([N:8]1[CH2:9][CH2:10][N:11]([CH2:13][C:14]2[CH:19]=[CH:18][CH:17]=[CH:16][CH:15]=2)[CH2:12][C@@H:7]1[CH2:6][N:35]1[CH2:34][CH2:33][NH:32][C:31](=[O:36])[CH:30]1[CH:27]([CH3:29])[CH3:28])[C:21]1[CH:22]=[CH:23][CH:24]=[CH:25][CH:26]=1. (5) Given the reactants FC(F)(F)C(O)=O.[CH2:8]([N:10]1[N:14]=[C:13]([CH2:15][N:16]2[C:21]3[CH:22]=[C:23]([C:25]4[CH:30]=[CH:29][CH:28]=[CH:27][CH:26]=4)[S:24][C:20]=3[C:19](=[O:31])[N:18]([CH:32]3[CH2:37][CH2:36][NH:35][CH2:34][CH2:33]3)[C:17]2=[O:38])[CH:12]=[N:11]1)[CH3:9].[CH2:39]([O:41][C:42]1[C:51]([O:52][CH3:53])=[CH:50][C:49]2[C:48]([C:54]3[CH:62]=[CH:61][C:57]([C:58](O)=[O:59])=[CH:56][CH:55]=3)=[N:47][C@@H:46]3[CH2:63][CH2:64][S:65][CH2:66][C@@H:45]3[C:44]=2[CH:43]=1)[CH3:40].CCN=C=NCCCN(C)C.C1C=C2N=NN(O)C2=CC=1.O.S([O-])(O)(=O)=O.[K+], predict the reaction product. The product is: [CH2:39]([O:41][C:42]1[C:51]([O:52][CH3:53])=[CH:50][C:49]2[C:48]([C:54]3[CH:55]=[CH:56][C:57]([C:58]([N:35]4[CH2:36][CH2:37][CH:32]([N:18]5[C:19](=[O:31])[C:20]6[S:24][C:23]([C:25]7[CH:30]=[CH:29][CH:28]=[CH:27][CH:26]=7)=[CH:22][C:21]=6[N:16]([CH2:15][C:13]6[CH:12]=[N:11][N:10]([CH2:8][CH3:9])[N:14]=6)[C:17]5=[O:38])[CH2:33][CH2:34]4)=[O:59])=[CH:61][CH:62]=3)=[N:47][C@@H:46]3[CH2:63][CH2:64][S:65][CH2:66][C@@H:45]3[C:44]=2[CH:43]=1)[CH3:40]. (6) Given the reactants [NH2:1][C:2]1[CH:3]=[C:4]([NH:9][C:10](=[O:22])[C:11]2[CH:16]=[CH:15][CH:14]=[C:13]([C:17]([C:20]#[N:21])([CH3:19])[CH3:18])[CH:12]=2)[CH:5]=[CH:6][C:7]=1[CH3:8].C(N(CC)CC)C.[Cl:30][C:31]1[N:36]=[C:35]2[S:37][C:38]([C:40](Cl)=[O:41])=[CH:39][C:34]2=[N:33][CH:32]=1, predict the reaction product. The product is: [Cl:30][C:31]1[N:36]=[C:35]2[S:37][C:38]([C:40]([NH:1][C:2]3[CH:3]=[C:4]([NH:9][C:10](=[O:22])[C:11]4[CH:16]=[CH:15][CH:14]=[C:13]([C:17]([C:20]#[N:21])([CH3:19])[CH3:18])[CH:12]=4)[CH:5]=[CH:6][C:7]=3[CH3:8])=[O:41])=[CH:39][C:34]2=[N:33][CH:32]=1. (7) Given the reactants [H-].[Na+].[OH:3][C:4]1[CH:5]=[CH:6][C:7]([C:10]#[N:11])=[N:8][CH:9]=1.[CH3:12][O:13][CH2:14]Cl.[Cl-].[NH4+], predict the reaction product. The product is: [CH3:12][O:13][CH2:14][O:3][C:4]1[CH:5]=[CH:6][C:7]([C:10]#[N:11])=[N:8][CH:9]=1. (8) Given the reactants [CH:1]1[C:10]2[C:5](=[CH:6][C:7]([C:11]3[CH:15]=[C:14]([NH:16][C:17](=[O:22])[O:18][CH2:19][CH:20]=[CH2:21])[O:13][N:12]=3)=[CH:8][CH:9]=2)[CH:4]=[CH:3][N:2]=1.[N+:23]([C:26]1[CH:31]=[CH:30][C:29]([S:32]([N@:35]2[CH2:37][CH:36]2[CH2:38][C:39]2[C:47]3[C:42](=[CH:43][CH:44]=[CH:45][CH:46]=3)[NH:41][CH:40]=2)(=[O:34])=[O:33])=[CH:28][CH:27]=1)([O-:25])=[O:24].O, predict the reaction product. The product is: [NH:41]1[C:42]2[C:47](=[CH:46][CH:45]=[CH:44][CH:43]=2)[C:39]([CH2:38][C@H:36]([NH:35][S:32]([C:29]2[CH:28]=[CH:27][C:26]([N+:23]([O-:25])=[O:24])=[CH:31][CH:30]=2)(=[O:33])=[O:34])[CH2:37][N:16]([C:14]2[O:13][N:12]=[C:11]([C:7]3[CH:6]=[C:5]4[C:10](=[CH:9][CH:8]=3)[CH:1]=[N:2][CH:3]=[CH:4]4)[CH:15]=2)[C:17](=[O:22])[O:18][CH2:19][CH:20]=[CH2:21])=[CH:40]1. (9) The product is: [CH3:18][N:19]1[C:23]([CH3:24])=[C:22]([CH2:25][NH:1][C:2]2[CH:3]=[C:4]([C:8]3[N:12]([CH3:13])[N:11]=[C:10]([NH:14][C:15](=[O:17])[CH3:16])[CH:9]=3)[CH:5]=[N:6][CH:7]=2)[C:21]([CH3:27])=[N:20]1. Given the reactants [NH2:1][C:2]1[CH:3]=[C:4]([C:8]2[N:12]([CH3:13])[N:11]=[C:10]([NH:14][C:15](=[O:17])[CH3:16])[CH:9]=2)[CH:5]=[N:6][CH:7]=1.[CH3:18][N:19]1[C:23]([CH3:24])=[C:22]([CH:25]=O)[C:21]([CH3:27])=[N:20]1.C([BH3-])#N.[Na+].C([BH3-])#N, predict the reaction product. (10) Given the reactants [ClH:1].[CH2:2]1[CH2:6][O:5][C:4]2[CH:7]=[CH:8][C:9]3[CH2:10][CH2:11]/[C:12](=[CH:14]\[CH2:15][NH2:16])/[C:13]=3[C:3]1=2.[OH-].[Na+], predict the reaction product. The product is: [ClH:1].[CH2:2]1[CH2:6][O:5][C:4]2[CH:7]=[CH:8][C:9]3[CH2:10][CH2:11][C@@H:12]([CH2:14][CH2:15][NH2:16])[C:13]=3[C:3]1=2.